The task is: Predict the reactants needed to synthesize the given product.. This data is from Full USPTO retrosynthesis dataset with 1.9M reactions from patents (1976-2016). (1) Given the product [CH:1]([C@H:4]1[CH2:5][CH2:6][C@H:7]([NH:10][C:11]2[C:20]3[C:15](=[CH:16][CH:17]=[CH:18][CH:19]=3)[C:14]([CH2:21][C:22]3[CH:23]=[N:24][C:25]([OH:28])=[CH:26][CH:27]=3)=[N:13][N:12]=2)[CH2:8][CH2:9]1)([CH3:3])[CH3:2], predict the reactants needed to synthesize it. The reactants are: [CH:1]([C@H:4]1[CH2:9][CH2:8][C@H:7]([NH:10][C:11]2[C:20]3[C:15](=[CH:16][CH:17]=[CH:18][CH:19]=3)[C:14]([CH2:21][C:22]3[CH:23]=[N:24][C:25]([O:28]C)=[CH:26][CH:27]=3)=[N:13][N:12]=2)[CH2:6][CH2:5]1)([CH3:3])[CH3:2].C([C@H]1CC[C@H](N)CC1)(C)C.C1C2C(=CC=CC=2)C=NN=1.N. (2) Given the product [CH3:10][C:8]1[N:9]=[C:5]([NH:4][C:1](=[O:3])[CH3:2])[S:6][C:7]=1[C:11]1[CH:16]=[CH:15][C:14]([S:17](=[O:19])(=[O:18])[NH:28][CH3:27])=[CH:13][CH:12]=1, predict the reactants needed to synthesize it. The reactants are: [C:1]([NH:4][C:5]1[S:6][C:7]([C:11]2[CH:16]=[CH:15][C:14]([S:17](Cl)(=[O:19])=[O:18])=[CH:13][CH:12]=2)=[C:8]([CH3:10])[N:9]=1)(=[O:3])[CH3:2].C(=O)([O-])[O-].[Na+].[Na+].[CH3:27][NH2:28].C(O)C. (3) Given the product [F:23][C:2]([F:1])([F:22])[C:3]1[CH:17]=[C:16]([C:18]([F:21])([F:20])[F:19])[CH:15]=[CH:14][C:4]=1[CH2:5][N:6]1[CH2:11][CH2:10][CH:9](/[CH:12]=[C:27]2/[C:28]([NH:30][CH2:31][C:32]([NH2:34])=[O:33])=[N:29][C:25](=[O:24])[S:26]/2)[CH2:8][CH2:7]1, predict the reactants needed to synthesize it. The reactants are: [F:1][C:2]([F:23])([F:22])[C:3]1[CH:17]=[C:16]([C:18]([F:21])([F:20])[F:19])[CH:15]=[CH:14][C:4]=1[CH2:5][N:6]1[CH2:11][CH2:10][CH:9]([CH:12]=O)[CH2:8][CH2:7]1.[O:24]=[C:25]1[N:29]=[C:28]([NH:30][CH2:31][C:32]([NH2:34])=[O:33])[CH2:27][S:26]1.C([O-])(=O)C.[NH2+]1CCCCC1. (4) Given the product [C:18]([O:17][C:15]([N:11]1[CH2:12][CH2:13][CH2:14][C@H:10]1[CH2:9][O:8][C:6]1[CH:5]=[N:4][CH:3]=[C:2]([N:34]2[CH2:33][CH2:32][CH:31]([CH2:30][CH2:29][O:28][CH2:27][C:26]3[CH:25]=[CH:24][C:23]([CH3:22])=[CH:38][CH:37]=3)[CH2:36][CH2:35]2)[CH:7]=1)=[O:16])([CH3:21])([CH3:20])[CH3:19], predict the reactants needed to synthesize it. The reactants are: Br[C:2]1[CH:3]=[N:4][CH:5]=[C:6]([O:8][CH2:9][C@H:10]2[CH2:14][CH2:13][CH2:12][N:11]2[C:15]([O:17][C:18]([CH3:21])([CH3:20])[CH3:19])=[O:16])[CH:7]=1.[CH3:22][C:23]1[CH:38]=[CH:37][C:26]([CH2:27][O:28][CH2:29][CH2:30][CH:31]2[CH2:36][CH2:35][NH:34][CH2:33][CH2:32]2)=[CH:25][CH:24]=1.CC(C)([O-])C.[Na+]. (5) Given the product [NH2:13][C:2]1[C:7]([Cl:8])=[CH:6][C:5]([C:9]([F:12])([F:11])[F:10])=[CH:4][N:3]=1, predict the reactants needed to synthesize it. The reactants are: Cl[C:2]1[C:7]([Cl:8])=[CH:6][C:5]([C:9]([F:12])([F:11])[F:10])=[CH:4][N:3]=1.[NH3:13].